This data is from Reaction yield outcomes from USPTO patents with 853,638 reactions. The task is: Predict the reaction yield, written as a fraction of the theoretical maximum amount of product (1.0 means a 100% yield; for example, 0.34 means a 34% yield). (1) The reactants are [CH3:1][O:2][C:3](=[O:16])[C:4]([OH:15])([C:10]1[S:11][CH:12]=[CH:13][CH:14]=1)[C:5]1[S:6][CH:7]=[CH:8][CH:9]=1.[O:17]([CH2:24][CH2:25][CH2:26][N:27]1[CH2:31]C[C@@H:29](O)[CH2:28]1)[C:18]1[CH:23]=[CH:22][CH:21]=[CH:20][CH:19]=1. No catalyst specified. The product is [O:17]([CH2:24][CH2:25][CH2:26][N:27]1[CH2:28][CH2:29][C@@H:1]([O:2][C:3](=[O:16])[C:4]([OH:15])([C:5]2[S:6][CH:7]=[CH:8][CH:9]=2)[C:10]2[S:11][CH:12]=[CH:13][CH:14]=2)[CH2:31]1)[C:18]1[CH:23]=[CH:22][CH:21]=[CH:20][CH:19]=1. The yield is 0.490. (2) The reactants are C[O:2][C:3](=O)[C:4]1[CH:9]=[CH:8][C:7]([C:10]([N:12]2[CH2:16][C@@H:15]([CH2:17][C:18]([CH3:21])([CH3:20])[CH3:19])[C@@:14]([C:24]3[CH:29]=[CH:28][C:27]([Cl:30])=[CH:26][C:25]=3[F:31])([C:22]#[N:23])[C@H:13]2[C:32]2[CH:37]=[CH:36][CH:35]=[C:34]([Cl:38])[C:33]=2[F:39])=[O:11])=[CH:6][CH:5]=1.[BH4-].[Na+].[Li+].[Cl-]. The catalyst is CCO.C1COCC1. The product is [Cl:38][C:34]1[C:33]([F:39])=[C:32]([CH:13]2[C:14]([C:24]3[CH:29]=[CH:28][C:27]([Cl:30])=[CH:26][C:25]=3[F:31])([C:22]#[N:23])[CH:15]([CH2:17][C:18]([CH3:21])([CH3:20])[CH3:19])[CH2:16][N:12]2[C:10](=[O:11])[C:7]2[CH:6]=[CH:5][C:4]([CH2:3][OH:2])=[CH:9][CH:8]=2)[CH:37]=[CH:36][CH:35]=1. The yield is 0.0460. (3) The reactants are [CH2:1]([O:3][C:4](=[O:13])[C:5]1[CH:10]=[CH:9][C:8]([OH:11])=[C:7]([OH:12])[CH:6]=1)[CH3:2].[CH2:14]([O:16][C:17](=O)[C:18]1C=C(N2CCCCC2)C=CC=1N)C.[C:32](=[O:35])([O-])[O-].[K+].[K+].N1CCC[CH2:40][CH2:39]1. The catalyst is CC(C)=O. The product is [CH2:1]([O:3][C:4](=[O:13])[C:5]1[CH:10]=[CH:9][C:8]([O:11][CH2:39][CH2:40][O:35][CH3:32])=[C:7]([O:12][CH2:18][CH2:17][O:16][CH3:14])[CH:6]=1)[CH3:2]. The yield is 0.930. (4) The reactants are [CH2:1]1[CH:10]2[N:5]([S:6](=[O:16])(=[O:15])[C:7]3[CH:14]=[CH:13][CH:12]=[CH:11][C:8]=3[CH2:9]2)[CH2:4][CH2:3][NH:2]1.[C:17](=O)([O-])[O-].[Cs+].[Cs+].CI. The catalyst is CN(C)C=O. The product is [CH3:17][N:2]1[CH2:3][CH2:4][N:5]2[S:6](=[O:15])(=[O:16])[C:7]3[CH:14]=[CH:13][CH:12]=[CH:11][C:8]=3[CH2:9][CH:10]2[CH2:1]1. The yield is 0.790. (5) The reactants are [CH3:1][O:2][CH2:3][C:4]1[CH:5]=[CH:6][C:7]([O:12][CH2:13][C:14]([F:17])([F:16])[F:15])=[C:8]([CH:11]=1)[C:9]#[N:10].[H-].[H-].[H-].[H-].[Li+].[Al+3]. The catalyst is C1COCC1. The product is [CH3:1][O:2][CH2:3][C:4]1[CH:5]=[CH:6][C:7]([O:12][CH2:13][C:14]([F:15])([F:16])[F:17])=[C:8]([CH2:9][NH2:10])[CH:11]=1. The yield is 0.920. (6) The reactants are [N+:1]([C:4]1[CH:12]=[C:11]2[C:7]([C:8]([CH2:13][C:14]#[N:15])=[CH:9][NH:10]2)=[CH:6][CH:5]=1)([O-:3])=[O:2].[CH3:16][C:17]([O:20][C:21](O[C:21]([O:20][C:17]([CH3:19])([CH3:18])[CH3:16])=[O:22])=[O:22])([CH3:19])[CH3:18].CCN(CC)CC. The catalyst is C1COCC1. The product is [C:17]([O:20][C:21](=[O:22])[NH:15][CH2:14][CH2:13][C:8]1[C:7]2[C:11](=[CH:12][C:4]([N+:1]([O-:3])=[O:2])=[CH:5][CH:6]=2)[NH:10][CH:9]=1)([CH3:19])([CH3:18])[CH3:16]. The yield is 0.380. (7) The reactants are [Br:1][C:2]1[C:3]([OH:12])=[C:4]([CH:7]=[C:8]([O:10][CH3:11])[CH:9]=1)[CH:5]=[O:6].CI.[C:15]([O-])([O-])=O.[K+].[K+].O. The catalyst is CC(C)=O. The product is [Br:1][C:2]1[C:3]([O:12][CH3:15])=[C:4]([CH:7]=[C:8]([O:10][CH3:11])[CH:9]=1)[CH:5]=[O:6]. The yield is 0.670. (8) The reactants are Cl.[NH2:2][CH2:3][C:4]1[CH:13]=[CH:12][C:7]([C:8]([O:10][CH3:11])=[O:9])=[CH:6][CH:5]=1.CCN(CC)CC.O.[F:22][C:23]1[CH:28]=[CH:27][C:26]([S:29](Cl)(=[O:31])=[O:30])=[CH:25][CH:24]=1. The catalyst is ClCCl. The product is [F:22][C:23]1[CH:28]=[CH:27][C:26]([S:29]([NH:2][CH2:3][C:4]2[CH:5]=[CH:6][C:7]([C:8]([O:10][CH3:11])=[O:9])=[CH:12][CH:13]=2)(=[O:31])=[O:30])=[CH:25][CH:24]=1. The yield is 0.850. (9) The reactants are [CH3:1][O:2][C:3]1[CH:8]=[C:7]([C:9](OCC)=[O:10])[CH:6]=[CH:5][N:4]=1.[H-].[Al+3].[Li+].[H-].[H-].[H-].O. The catalyst is CCOCC. The product is [OH:10][CH2:9][C:7]1[CH:6]=[CH:5][N:4]=[C:3]([O:2][CH3:1])[CH:8]=1. The yield is 0.890. (10) The catalyst is CO. The yield is 0.230. The product is [NH2:1][C:2]1[N:7]=[CH:6][N:5]=[C:4]2[N:8]([C@@H:25]3[CH2:30][CH2:29][CH2:28][N:27]([C:31]([C:32](=[CH:39][CH:36]4[CH2:38][CH2:37]4)[C:33]#[N:34])=[O:35])[CH2:26]3)[N:9]=[C:10]([C:11]3[CH:16]=[CH:15][C:14]([O:17][C:18]4[CH:23]=[CH:22][CH:21]=[CH:20][C:19]=4[F:24])=[CH:13][CH:12]=3)[C:3]=12. The reactants are [NH2:1][C:2]1[N:7]=[CH:6][N:5]=[C:4]2[N:8]([C@@H:25]3[CH2:30][CH2:29][CH2:28][N:27]([C:31](=[O:35])[CH2:32][C:33]#[N:34])[CH2:26]3)[N:9]=[C:10]([C:11]3[CH:16]=[CH:15][C:14]([O:17][C:18]4[CH:23]=[CH:22][CH:21]=[CH:20][C:19]=4[F:24])=[CH:13][CH:12]=3)[C:3]=12.[CH:36]1([CH:39]=O)[CH2:38][CH2:37]1.N1CCCCC1.